Dataset: Catalyst prediction with 721,799 reactions and 888 catalyst types from USPTO. Task: Predict which catalyst facilitates the given reaction. (1) Reactant: [Si:1]([O:8][CH2:9][C:10]1[N:15]=[CH:14][C:13]2[N:16]=[CH:17][N:18]([C:19]3[S:23][C:22]([C:24]([O:26][CH3:27])=[O:25])=[C:21]([OH:28])[CH:20]=3)[C:12]=2[CH:11]=1)([C:4]([CH3:7])([CH3:6])[CH3:5])([CH3:3])[CH3:2].[F:29][C:30]1[CH:35]=[CH:34][CH:33]=[CH:32][C:31]=1[C@@H:36](O)[CH3:37].C1(P(C2C=CC=CC=2)C2C=CC=CC=2)C=CC=CC=1.N(C(OC(C)(C)C)=O)=NC(OC(C)(C)C)=O. Product: [Si:1]([O:8][CH2:9][C:10]1[N:15]=[CH:14][C:13]2[N:16]=[CH:17][N:18]([C:19]3[S:23][C:22]([C:24]([O:26][CH3:27])=[O:25])=[C:21]([O:28][C@@H:36]([C:31]4[CH:32]=[CH:33][CH:34]=[CH:35][C:30]=4[F:29])[CH3:37])[CH:20]=3)[C:12]=2[CH:11]=1)([C:4]([CH3:5])([CH3:6])[CH3:7])([CH3:2])[CH3:3]. The catalyst class is: 4. (2) The catalyst class is: 1. Product: [Br:1][C:2]1[CH:3]=[CH:4][C:5]([C:8]2([N:11]([CH2:21][CH2:13][CH3:12])[CH2:16][CH2:17][CH3:18])[CH2:9][CH2:10]2)=[CH:6][CH:7]=1. Reactant: [Br:1][C:2]1[CH:7]=[CH:6][C:5]([C:8]2([NH2:11])[CH2:10][CH2:9]2)=[CH:4][CH:3]=1.[CH3:12][C:13](O)=O.[CH:16](=O)[CH2:17][CH3:18].[BH3-][C:21]#N.[Na+]. (3) Product: [CH2:15]([S:17][C:2]1[CH:9]=[CH:8][CH:7]=[CH:6][C:3]=1[C:4]#[N:5])[CH3:16]. Reactant: Br[C:2]1[CH:9]=[CH:8][CH:7]=[CH:6][C:3]=1[C:4]#[N:5].[Li]CCCC.[CH2:15]([S:17]SCC)[CH3:16]. The catalyst class is: 1. (4) Reactant: CS(O[CH2:6][C:7]1[C:8]([C:22](=[O:29])[NH:23][C@H:24]([CH:26]([CH3:28])[CH3:27])[CH3:25])=[N:9][O:10][C:11]=1[C:12]1[CH:17]=[CH:16][C:15]([C:18]([F:21])([F:20])[F:19])=[CH:14][CH:13]=1)(=O)=O.CCN(C(C)C)C(C)C.[F:39][C:40]([F:50])([F:49])[C:41]1[CH:48]=[CH:47][C:44]([CH2:45][NH2:46])=[CH:43][CH:42]=1. Product: [CH3:27][CH:26]([CH3:28])[C@@H:24]([NH:23][C:22]([C:8]1[C:7]([CH2:6][NH:46][CH2:45][C:44]2[CH:43]=[CH:42][C:41]([C:40]([F:39])([F:49])[F:50])=[CH:48][CH:47]=2)=[C:11]([C:12]2[CH:13]=[CH:14][C:15]([C:18]([F:19])([F:21])[F:20])=[CH:16][CH:17]=2)[O:10][N:9]=1)=[O:29])[CH3:25]. The catalyst class is: 291. (5) Reactant: [CH3:1][O:2][C:3]([C:5]1[CH:6]=[C:7]2[C:12](=[CH:13][CH:14]=1)[CH2:11][CH:10]([O:15][C:16]1[CH:21]=[CH:20][N:19]=[C:18]([C:22]([O:24]C)=[O:23])[CH:17]=1)[CH2:9][CH2:8]2)=[O:4].[OH-].[K+].O. Product: [CH3:1][O:2][C:3]([C:5]1[CH:6]=[C:7]2[C:12](=[CH:13][CH:14]=1)[CH2:11][CH:10]([O:15][C:16]1[CH:21]=[CH:20][N:19]=[C:18]([C:22]([OH:24])=[O:23])[CH:17]=1)[CH2:9][CH2:8]2)=[O:4]. The catalyst class is: 5. (6) Reactant: C(=O)([O-])[O-:2].[Cs+].[Cs+].[CH3:7][O:8][C:9]1[C@@:10]2([CH2:30][CH:31]=[C:32]([CH3:34])[CH3:33])[CH2:16][CH:14]3[O:15][C@@:11]2([O:28][CH3:29])[C@H:12]([CH2:26][CH:27]=1)[C@@:13]3([CH2:18][CH2:19][CH2:20][C:21]([O:24][CH3:25])([CH3:23])[CH3:22])[CH3:17].CCCCCCCCC.C(OO)(C)(C)C.O=O.FC(F)(F)C(OC1C(OC(=O)C(F)(F)F)=C(I)C=CC=1)=O. Product: [CH3:7][O:8][C:9]1[C@@:10]2([CH2:30][CH:31]=[C:32]([CH3:34])[CH3:33])[CH2:16][CH:14]3[O:15][C@@:11]2([O:28][CH3:29])[C@H:12]([C:26](=[O:2])[CH:27]=1)[C@@:13]3([CH2:18][CH2:19][CH2:20][C:21]([O:24][CH3:25])([CH3:22])[CH3:23])[CH3:17]. The catalyst class is: 521. (7) Reactant: [CH3:1][C@H:2]1[CH2:7][NH:6][CH2:5][C@@H:4]([CH3:8])[N:3]1[C:9]([O:11][C:12]([CH3:15])([CH3:14])[CH3:13])=[O:10].C([O-])([O-])=O.[K+].[K+].Cl[CH2:23][C:24]#[N:25].CCOC(C)=O. Product: [C:24]([CH2:23][N:6]1[CH2:7][C@@H:2]([CH3:1])[N:3]([C:9]([O:11][C:12]([CH3:13])([CH3:15])[CH3:14])=[O:10])[C@@H:4]([CH3:8])[CH2:5]1)#[N:25]. The catalyst class is: 3.